Dataset: Catalyst prediction with 721,799 reactions and 888 catalyst types from USPTO. Task: Predict which catalyst facilitates the given reaction. Reactant: O[CH2:2][CH2:3][N:4]1[C:13]2[CH:12]=[CH:11][C:10]([CH3:14])=[CH:9][C:8]=2[C:7](=[O:15])[C:6]2[N:16]([CH3:19])[N:17]=[CH:18][C:5]1=2.S(Cl)([Cl:22])=O. Product: [Cl:22][CH2:2][CH2:3][N:4]1[C:13]2[CH:12]=[CH:11][C:10]([CH3:14])=[CH:9][C:8]=2[C:7](=[O:15])[C:6]2[N:16]([CH3:19])[N:17]=[CH:18][C:5]1=2. The catalyst class is: 213.